The task is: Predict the product of the given reaction.. This data is from Forward reaction prediction with 1.9M reactions from USPTO patents (1976-2016). (1) Given the reactants [CH:1]1([CH2:6][N:7]([CH2:30][CH:31]2[CH2:35][CH2:34][CH2:33][CH2:32]2)[C@H:8]2[C@H:13]([C:14]3[CH:19]=[CH:18][C:17]([C:20]([F:23])([F:22])[F:21])=[CH:16][CH:15]=3)[O:12][C@H:11]([CH2:24][C:25]([O:27]CC)=[O:26])[CH2:10][CH2:9]2)[CH2:5][CH2:4][CH2:3][CH2:2]1.CO.[OH-].[Na+].Cl, predict the reaction product. The product is: [CH:31]1([CH2:30][N:7]([CH2:6][CH:1]2[CH2:2][CH2:3][CH2:4][CH2:5]2)[C@H:8]2[C@H:13]([C:14]3[CH:15]=[CH:16][C:17]([C:20]([F:22])([F:23])[F:21])=[CH:18][CH:19]=3)[O:12][C@H:11]([CH2:24][C:25]([OH:27])=[O:26])[CH2:10][CH2:9]2)[CH2:32][CH2:33][CH2:34][CH2:35]1. (2) The product is: [NH2:9][C:8]1[C:3]([CH:1]=[O:2])=[C:4]([NH:12][CH:13]=[O:14])[CH:5]=[CH:6][CH:7]=1. Given the reactants [CH:1]([C:3]1[C:8]([N+:9]([O-])=O)=[CH:7][CH:6]=[CH:5][C:4]=1[NH:12][CH:13]=[O:14])=[O:2], predict the reaction product. (3) Given the reactants [C:1]1([CH3:21])[CH:6]=[CH:5][C:4]([C:7]2[N:8]=[CH:9][C:10]([NH2:20])=[N:11][C:12]=2[C:13]2[CH:18]=[CH:17][C:16]([CH3:19])=[CH:15][CH:14]=2)=[CH:3][CH:2]=1.[Br:22]N1C(=O)CCC1=O.C([O-])(O)=O.[Na+], predict the reaction product. The product is: [Br:22][C:9]1[C:10]([NH2:20])=[N:11][C:12]([C:13]2[CH:18]=[CH:17][C:16]([CH3:19])=[CH:15][CH:14]=2)=[C:7]([C:4]2[CH:5]=[CH:6][C:1]([CH3:21])=[CH:2][CH:3]=2)[N:8]=1.